From a dataset of Peptide-MHC class II binding affinity with 134,281 pairs from IEDB. Regression. Given a peptide amino acid sequence and an MHC pseudo amino acid sequence, predict their binding affinity value. This is MHC class II binding data. (1) The peptide sequence is PELKPGESRHTSDHM. The MHC is DRB1_0401 with pseudo-sequence DRB1_0401. The binding affinity (normalized) is 0.149. (2) The peptide sequence is MSGPMQQLTQPLQQL. The MHC is DRB3_0101 with pseudo-sequence DRB3_0101. The binding affinity (normalized) is 0. (3) The peptide sequence is AFKVAATAANAAYAN. The MHC is DRB1_1001 with pseudo-sequence DRB1_1001. The binding affinity (normalized) is 0.869.